This data is from Peptide-MHC class I binding affinity with 185,985 pairs from IEDB/IMGT. The task is: Regression. Given a peptide amino acid sequence and an MHC pseudo amino acid sequence, predict their binding affinity value. This is MHC class I binding data. (1) The peptide sequence is AEMKTDAATL. The MHC is HLA-A26:01 with pseudo-sequence HLA-A26:01. The binding affinity (normalized) is 0. (2) The peptide sequence is SRMASVALAF. The MHC is HLA-B53:01 with pseudo-sequence HLA-B53:01. The binding affinity (normalized) is 0.